This data is from Full USPTO retrosynthesis dataset with 1.9M reactions from patents (1976-2016). The task is: Predict the reactants needed to synthesize the given product. (1) Given the product [OH:1][C:2]1[C:11]2[C:6](=[CH:7][CH:8]=[CH:9][CH:10]=2)[C:5]([NH:12][S:13]([C:16]2[CH:20]=[CH:19][C:18]3[C:42](=[CH:33][CH:34]=[CH:35][CH:36]=3)[CH:41]=2)(=[O:15])=[O:14])=[CH:4][C:3]=1[S:21][CH:22]([CH3:26])[C:23]([OH:25])=[O:24], predict the reactants needed to synthesize it. The reactants are: [OH:1][C:2]1[C:11]2[C:6](=[CH:7][CH:8]=[CH:9][CH:10]=2)[C:5]([NH:12][S:13]([C:16]2S[CH:18]=[CH:19][CH:20]=2)(=[O:15])=[O:14])=[CH:4][C:3]=1[S:21][CH2:22][C:23]([OH:25])=[O:24].[C:26](O)(=S)C(C)O.Cl[C:33]1[C:42](=O)[C:41]2[C:36](=CC=CC=2)/[C:35](=N/S(C2C=CC3C(=CC=CC=3)C=2)(=O)=O)/[CH:34]=1. (2) The reactants are: [CH2:1]([O:3][C:4]([CH:6]1[CH2:11][CH2:10][C:9](OS(C(F)(F)F)(=O)=O)=[CH:8][CH2:7]1)=[O:5])[CH3:2].C([O-])(=O)C.[K+].[B:25]1([B:25]2[O:29][C:28]([CH3:31])([CH3:30])[C:27]([CH3:33])([CH3:32])[O:26]2)[O:29][C:28]([CH3:31])([CH3:30])[C:27]([CH3:33])([CH3:32])[O:26]1. Given the product [CH2:1]([O:3][C:4]([CH:6]1[CH2:11][CH2:10][C:9]([B:25]2[O:29][C:28]([CH3:31])([CH3:30])[C:27]([CH3:33])([CH3:32])[O:26]2)=[CH:8][CH2:7]1)=[O:5])[CH3:2], predict the reactants needed to synthesize it. (3) Given the product [Cl:40][C:41]1[CH:49]=[CH:48][C:44]([C:45]([NH:12][C@H:13]2[C@H:17]([C:18]3[CH:23]=[CH:22][C:21]([Cl:24])=[C:20]([Cl:25])[CH:19]=3)[CH2:16][N:15]([C:26]([O:28][C:29]([CH3:32])([CH3:31])[CH3:30])=[O:27])[CH2:14]2)=[O:46])=[CH:43][CH:42]=1, predict the reactants needed to synthesize it. The reactants are: C1(C)C=CC(S(O)(=O)=O)=CC=1.[NH2:12][C@H:13]1[C@H:17]([C:18]2[CH:23]=[CH:22][C:21]([Cl:24])=[C:20]([Cl:25])[CH:19]=2)[CH2:16][N:15]([C:26]([O:28][C:29]([CH3:32])([CH3:31])[CH3:30])=[O:27])[CH2:14]1.C(N(CC)CC)C.[Cl:40][C:41]1[CH:49]=[CH:48][C:44]([C:45](Cl)=[O:46])=[CH:43][CH:42]=1.O.